Dataset: Catalyst prediction with 721,799 reactions and 888 catalyst types from USPTO. Task: Predict which catalyst facilitates the given reaction. (1) Reactant: [CH2:1]([S:3](Cl)(=[O:5])=[O:4])[CH3:2].[NH2:7][C:8]1[CH:9]=[CH:10][C:11]([O:23][C:24]2[CH:29]=[CH:28][C:27]([F:30])=[CH:26][C:25]=2[F:31])=[C:12]([C:14]2[C:15]([F:22])=[CH:16][C:17](=[O:21])[N:18]([CH3:20])[CH:19]=2)[CH:13]=1.N1C=CC=CC=1.Cl. Product: [F:31][C:25]1[CH:26]=[C:27]([F:30])[CH:28]=[CH:29][C:24]=1[O:23][C:11]1[CH:10]=[CH:9][C:8]([NH:7][S:3]([CH2:1][CH3:2])(=[O:5])=[O:4])=[CH:13][C:12]=1[C:14]1[C:15]([F:22])=[CH:16][C:17](=[O:21])[N:18]([CH3:20])[CH:19]=1. The catalyst class is: 4. (2) Reactant: [Cl:1][C:2]1[CH:7]=[C:6]([F:8])[CH:5]=[CH:4][C:3]=1[CH:9]1[CH2:23][C:13]2[N:14]=[C:15]([C:17]3[CH:22]=[CH:21][CH:20]=[CH:19][N:18]=3)[O:16][C:12]=2[CH2:11][CH2:10]1.C(=O)=O.C(N)(C)C. Product: [Cl:1][C:2]1[CH:7]=[C:6]([F:8])[CH:5]=[CH:4][C:3]=1[C@@H:9]1[CH2:23][C:13]2[N:14]=[C:15]([C:17]3[CH:22]=[CH:21][CH:20]=[CH:19][N:18]=3)[O:16][C:12]=2[CH2:11][CH2:10]1. The catalyst class is: 32. (3) Reactant: [F:1][C:2]1[CH:3]=[C:4]([C:10]2[C:14]([C:15]3[CH:20]=[CH:19][CH:18]=[CH:17][CH:16]=3)=[CH:13][S:12][C:11]=2[C:21]([O:23][CH3:24])=[O:22])[CH:5]=[CH:6][C:7]=1[S:8][CH3:9].[OH2:25].[OH2:26].O.O.O.O.C(O[O-])(=O)C1C(=CC=CC=1)C([O-])=O.[Mg+2].C(OCC)(=O)C. Product: [F:1][C:2]1[CH:3]=[C:4]([C:10]2[C:14]([C:15]3[CH:20]=[CH:19][CH:18]=[CH:17][CH:16]=3)=[CH:13][S:12][C:11]=2[C:21]([O:23][CH3:24])=[O:22])[CH:5]=[CH:6][C:7]=1[S:8]([CH3:9])(=[O:26])=[O:25]. The catalyst class is: 98. (4) Reactant: [NH2:1][C:2]1[CH:7]=[CH:6][CH:5]=[CH:4][C:3]=1[NH:8][C:9]([C:11]1[CH:12]=[N:13][C:14]([N:17]2[CH2:22][CH2:21][CH:20]([C:23]3[CH:28]=[CH:27][C:26]([C@@H:29]([NH:31][C:32](=[O:34])[CH3:33])[CH3:30])=[CH:25][CH:24]=3)[CH2:19][CH2:18]2)=[N:15][CH:16]=1)=O. Product: [NH:8]1[C:3]2[CH:4]=[CH:5][CH:6]=[CH:7][C:2]=2[N:1]=[C:9]1[C:11]1[CH:12]=[N:13][C:14]([N:17]2[CH2:22][CH2:21][CH:20]([C:23]3[CH:28]=[CH:27][C:26]([C@@H:29]([NH:31][C:32](=[O:34])[CH3:33])[CH3:30])=[CH:25][CH:24]=3)[CH2:19][CH2:18]2)=[N:15][CH:16]=1. The catalyst class is: 52.